This data is from Reaction yield outcomes from USPTO patents with 853,638 reactions. The task is: Predict the reaction yield, written as a fraction of the theoretical maximum amount of product (1.0 means a 100% yield; for example, 0.34 means a 34% yield). The reactants are Br.[NH2:2][CH2:3][C:4]1[CH:9]=[CH:8][C:7]([OH:10])=[C:6]([Cl:11])[CH:5]=1.Cl[C:13]1[N:18]=[C:17]([O:19][CH2:20][C:21]([F:24])([F:23])[F:22])[N:16]=[C:15]([NH:25][C:26]2[CH:38]=[CH:37][C:29]([C:30]([O:32][C:33]([CH3:36])([CH3:35])[CH3:34])=[O:31])=[CH:28][CH:27]=2)[N:14]=1.C(N(CC)C(C)C)(C)C. The catalyst is C1COCC1. The product is [Cl:11][C:6]1[CH:5]=[C:4]([CH:9]=[CH:8][C:7]=1[OH:10])[CH2:3][NH:2][C:13]1[N:18]=[C:17]([O:19][CH2:20][C:21]([F:24])([F:22])[F:23])[N:16]=[C:15]([NH:25][C:26]2[CH:38]=[CH:37][C:29]([C:30]([O:32][C:33]([CH3:34])([CH3:36])[CH3:35])=[O:31])=[CH:28][CH:27]=2)[N:14]=1. The yield is 0.900.